From a dataset of Cav3 T-type calcium channel HTS with 100,875 compounds. Binary Classification. Given a drug SMILES string, predict its activity (active/inactive) in a high-throughput screening assay against a specified biological target. (1) The result is 0 (inactive). The compound is S(=O)(=O)(N1CCCCCC1)c1ccc(NC(=O)C(Sc2sc(nn2)C)C)cc1. (2) The molecule is s1c(c2ccc(OC)cc2)cc2[nH]cnc(=O)c12. The result is 0 (inactive). (3) The drug is O=C1N(C(=O)c2c1cc(cc2)C(=O)NCc1ccccc1)C. The result is 0 (inactive). (4) The result is 0 (inactive). The drug is O(C(=O)C=1C(c2cc3c([nH]c2=O)ccc(c3)C)C(=C(NC1C)C)C(OC)=O)C. (5) The molecule is Clc1nc2c(cc1CN(Cc1ccccc1)C(=O)c1cc(F)ccc1)cccc2C. The result is 0 (inactive).